This data is from Reaction yield outcomes from USPTO patents with 853,638 reactions. The task is: Predict the reaction yield, written as a fraction of the theoretical maximum amount of product (1.0 means a 100% yield; for example, 0.34 means a 34% yield). (1) The reactants are [CH2:1]([O:3][CH:4]([O:31][CH2:32][CH3:33])[C:5]1[CH:6]=[CH:7][C:8]([C:11]2[S:19][C:18]3[C:13](=[N:14][CH:15]=[CH:16][C:17]=3[O:20][C:21]3[CH:26]=[CH:25][C:24]([N+:27]([O-])=O)=[CH:23][C:22]=3[F:30])[CH:12]=2)=[N:9][CH:10]=1)[CH3:2]. The catalyst is CCO.[Pd]. The product is [CH2:32]([O:31][CH:4]([O:3][CH2:1][CH3:2])[C:5]1[CH:6]=[CH:7][C:8]([C:11]2[S:19][C:18]3[C:13](=[N:14][CH:15]=[CH:16][C:17]=3[O:20][C:21]3[CH:26]=[CH:25][C:24]([NH2:27])=[CH:23][C:22]=3[F:30])[CH:12]=2)=[N:9][CH:10]=1)[CH3:33]. The yield is 0.520. (2) The reactants are Cl.[Br:2][C:3]1[CH:8]=[CH:7][C:6]([CH:9]2[O:15][CH2:14][CH2:13][NH:12][CH2:11][CH2:10]2)=[CH:5][CH:4]=1.Cl[C:17]1[N:22]([CH3:23])[C:21](=[O:24])[CH:20]=[C:19]([C:25]2[CH:30]=[CH:29][N:28]=[CH:27][N:26]=2)[N:18]=1.C(N(CC)CC)C.O. The catalyst is O1CCCC1.C(Cl)(Cl)Cl. The product is [Br:2][C:3]1[CH:4]=[CH:5][C:6]([CH:9]2[O:15][CH2:14][CH2:13][N:12]([C:17]3[N:22]([CH3:23])[C:21](=[O:24])[CH:20]=[C:19]([C:25]4[CH:30]=[CH:29][N:28]=[CH:27][N:26]=4)[N:18]=3)[CH2:11][CH2:10]2)=[CH:7][CH:8]=1. The yield is 0.750. (3) The reactants are [C:1]([CH:5]1[CH2:10][CH2:9][CH:8]([O:11][C:12]2[CH:13]=[C:14]3[C:18](=[CH:19][CH:20]=2)[NH:17][CH2:16][CH2:15]3)[CH2:7][CH2:6]1)([CH3:4])([CH3:3])[CH3:2].C(N(CC)CC)C.[Cl:28][CH2:29][C:30](Cl)=[O:31]. The catalyst is ClCCl. The product is [C:1]([C@H:5]1[CH2:10][CH2:9][C@H:8]([O:11][C:12]2[CH:13]=[C:14]3[C:18](=[CH:19][CH:20]=2)[N:17]([C:30](=[O:31])[CH2:29][Cl:28])[CH2:16][CH2:15]3)[CH2:7][CH2:6]1)([CH3:4])([CH3:2])[CH3:3]. The yield is 0.520. (4) The reactants are [H-].[Na+].[OH:3][CH2:4][C:5]([CH2:18][OH:19])([CH2:8][O:9][CH2:10][C:11]([CH2:16][OH:17])([CH2:14][OH:15])[CH2:12][OH:13])[CH2:6][OH:7].[CH3:20][C:21]([CH2:37][CH2:38][CH2:39][CH:40]([CH3:52])[CH2:41][CH2:42][CH2:43][CH:44]([CH3:51])[CH2:45][CH2:46][CH2:47][CH:48]([CH3:50])[CH3:49])=[CH:22][CH2:23][CH2:24][CH2:25]OS(C1C=CC(C)=CC=1)(=O)=O.O. The catalyst is CN(C)C=O. The product is [CH3:20][C:21]([CH2:37][CH2:38][CH2:39][CH:40]([CH3:52])[CH2:41][CH2:42][CH2:43][CH:44]([CH3:51])[CH2:45][CH2:46][CH2:47][CH:48]([CH3:50])[CH3:49])=[CH:22][CH2:23][CH2:24][CH2:25][O:13][CH2:12][C:11]([CH2:16][OH:17])([CH2:10][O:9][CH2:8][C:5]([CH2:18][OH:19])([CH2:6][OH:7])[CH2:4][OH:3])[CH2:14][OH:15]. The yield is 0.190. (5) The reactants are [CH2:1]([O:8][C:9]1[C:18](=[O:19])[N:17]2[C:12]([CH:13]([CH2:20][CH2:21][S:22][CH3:23])[O:14][CH2:15][CH2:16]2)=[N:11][C:10]=1[C:24]([O:26]CC)=[O:25])[C:2]1[CH:7]=[CH:6][CH:5]=[CH:4][CH:3]=1.[OH-].[Li+].Cl. The catalyst is O1CCCC1.O. The product is [CH2:1]([O:8][C:9]1[C:18](=[O:19])[N:17]2[C:12]([CH:13]([CH2:20][CH2:21][S:22][CH3:23])[O:14][CH2:15][CH2:16]2)=[N:11][C:10]=1[C:24]([OH:26])=[O:25])[C:2]1[CH:3]=[CH:4][CH:5]=[CH:6][CH:7]=1. The yield is 0.880.